Dataset: Full USPTO retrosynthesis dataset with 1.9M reactions from patents (1976-2016). Task: Predict the reactants needed to synthesize the given product. (1) Given the product [Si:1]([O:8][C@H:9]1[CH2:18][C:17]([CH3:19])([CH3:20])[CH2:16][C:15]2[N:14]=[C:13]([CH:21]([CH3:22])[CH3:23])[C:12]([C@H:24]([C:28]3[CH:33]=[N:32][C:31]([C:34]([F:37])([F:36])[F:35])=[CH:30][CH:29]=3)[OH:25])=[C:11]([I:26])[C:10]1=2)([C:4]([CH3:5])([CH3:6])[CH3:7])([CH3:3])[CH3:2], predict the reactants needed to synthesize it. The reactants are: [Si:1]([O:8][C@H:9]1[CH2:18][C:17]([CH3:20])([CH3:19])[CH2:16][C:15]2[N:14]=[C:13]([CH:21]([CH3:23])[CH3:22])[C:12]([CH:24]=[O:25])=[C:11]([I:26])[C:10]1=2)([C:4]([CH3:7])([CH3:6])[CH3:5])([CH3:3])[CH3:2].Br[C:28]1[CH:29]=[CH:30][C:31]([C:34]([F:37])([F:36])[F:35])=[N:32][CH:33]=1. (2) Given the product [OH:9][C:4]1[CH:5]=[C:6]2[C:7]([CH:4]=[CH:5][C:6](=[O:8])[O:8]2)=[CH:2][CH:3]=1, predict the reactants needed to synthesize it. The reactants are: F[C:2]1[CH:7]=[C:6]([OH:8])[CH:5]=[C:4]([OH:9])[CH:3]=1.